Dataset: Reaction yield outcomes from USPTO patents with 853,638 reactions. Task: Predict the reaction yield, written as a fraction of the theoretical maximum amount of product (1.0 means a 100% yield; for example, 0.34 means a 34% yield). (1) The reactants are [C:1]1([C:7]2[CH:8]=[C:9]([C:16]([O:18]/[N:19]=[C:20](/[C:22]3[CH:39]=[CH:38][C:25]([CH2:26][N:27]4[CH2:30][CH:29]([C:31]([O:33][C:34]([CH3:37])([CH3:36])[CH3:35])=[O:32])[CH2:28]4)=[CH:24][CH:23]=3)\[NH2:21])=O)[S:10][C:11]=2[C:12]([F:15])([F:14])[F:13])[CH:6]=[CH:5][CH:4]=[CH:3][CH:2]=1.CCCC[N+](CCCC)(CCCC)CCCC.[F-].O1CCCC1. The catalyst is C(#N)C. The product is [C:1]1([C:7]2[CH:8]=[C:9]([C:16]3[O:18][N:19]=[C:20]([C:22]4[CH:39]=[CH:38][C:25]([CH2:26][N:27]5[CH2:28][CH:29]([C:31]([O:33][C:34]([CH3:35])([CH3:37])[CH3:36])=[O:32])[CH2:30]5)=[CH:24][CH:23]=4)[N:21]=3)[S:10][C:11]=2[C:12]([F:13])([F:15])[F:14])[CH:6]=[CH:5][CH:4]=[CH:3][CH:2]=1. The yield is 0.724. (2) The reactants are C[O:2][C:3]1[CH:4]=[C:5]2[C:10](=[CH:11][CH:12]=1)[CH:9]=[C:8]([C:13]1[N:14]([CH2:24][C:25]3[CH:30]=[CH:29][C:28]([C:31]([F:34])([F:33])[F:32])=[CH:27][CH:26]=3)[C:15]([C:18]3[CH:23]=[CH:22][CH:21]=[CH:20][CH:19]=3)=[CH:16][CH:17]=1)[CH:7]=[CH:6]2.Cl.N1C=CC=CC=1. No catalyst specified. The product is [C:18]1([C:15]2[N:14]([CH2:24][C:25]3[CH:26]=[CH:27][C:28]([C:31]([F:34])([F:33])[F:32])=[CH:29][CH:30]=3)[C:13]([C:8]3[CH:9]=[C:10]4[C:5](=[CH:6][CH:7]=3)[CH:4]=[C:3]([OH:2])[CH:12]=[CH:11]4)=[CH:17][CH:16]=2)[CH:19]=[CH:20][CH:21]=[CH:22][CH:23]=1. The yield is 0.770. (3) The reactants are P(Cl)(Cl)([Cl:3])=O.CN([CH:9]=[O:10])C.O[C:12]1[NH:17][C:16]([S:18][CH3:19])=[N:15]C(=O)C=1.Cl[CH:22]=[C:23]([Cl:25])Cl. No catalyst specified. The product is [Cl:25][C:23]1[C:22]([CH:9]=[O:10])=[C:12]([Cl:3])[N:17]=[C:16]([S:18][CH3:19])[N:15]=1. The yield is 0.610. (4) The reactants are [N+:1]([C:4]1[CH:5]=[C:6]2[C:10](=[CH:11][CH:12]=1)[NH:9][C:8]([CH:13]([CH3:19])[C:14]([O:16][CH2:17][CH3:18])=[O:15])=[CH:7]2)([O-])=O.O.O.[Sn](Cl)(Cl)(Cl)Cl. The catalyst is C(O)C.C(OCC)(=O)C.O.C([O-])(O)=O.[Na+]. The product is [NH2:1][C:4]1[CH:5]=[C:6]2[C:10](=[CH:11][CH:12]=1)[NH:9][C:8]([CH:13]([CH3:19])[C:14]([O:16][CH2:17][CH3:18])=[O:15])=[CH:7]2. The yield is 0.990. (5) The reactants are [CH2:1]([NH:8][C:9](=[O:43])[C@@H:10]([OH:42])[CH:11]([NH:16][C:17](=[O:41])[C@@H:18]([NH:23][C:24](=[O:40])[C@@H:25]([NH:30][C:31](=[O:39])[CH2:32][N:33]1[CH2:38][CH2:37][O:36][CH2:35][CH2:34]1)[C:26]([CH3:29])([CH3:28])[CH3:27])[CH2:19][CH:20]([CH3:22])[CH3:21])[CH2:12][CH2:13][CH2:14][CH3:15])[C:2]1[CH:7]=[CH:6][CH:5]=[CH:4][CH:3]=1.CC(OI1(OC(C)=O)(OC(C)=O)OC(=O)C2C=CC=CC1=2)=O.C([O-])(O)=O.[Na+].[O-]S([O-])(=S)=O.[Na+].[Na+]. The catalyst is C(Cl)Cl. The product is [CH2:1]([NH:8][C:9](=[O:43])[C:10](=[O:42])[C@@H:11]([NH:16][C:17](=[O:41])[C@@H:18]([NH:23][C:24](=[O:40])[C@@H:25]([NH:30][C:31](=[O:39])[CH2:32][N:33]1[CH2:38][CH2:37][O:36][CH2:35][CH2:34]1)[C:26]([CH3:28])([CH3:27])[CH3:29])[CH2:19][CH:20]([CH3:21])[CH3:22])[CH2:12][CH2:13][CH2:14][CH3:15])[C:2]1[CH:3]=[CH:4][CH:5]=[CH:6][CH:7]=1. The yield is 0.300. (6) The reactants are [CH3:1][O:2][C:3]([C:5]1[C:13]([CH3:14])=[C:12]2[C:8]([C:9]([CH:16]3[CH2:21][CH2:20][CH2:19][CH2:18][CH2:17]3)=[C:10](Br)[NH:11]2)=[CH:7][CH:6]=1)=[O:4].[CH3:22][C:23]1[S:24][C:25]([C:29]2[CH:38]=[CH:37][C:36]3[C:31](=[CH:32][CH:33]=[C:34](B(O)O)[CH:35]=3)[N:30]=2)=[C:26]([CH3:28])[N:27]=1.C([O-])(O)=O.[Na+]. The catalyst is C1(C)C=CC=CC=1.CO.C1C=CC([P]([Pd]([P](C2C=CC=CC=2)(C2C=CC=CC=2)C2C=CC=CC=2)([P](C2C=CC=CC=2)(C2C=CC=CC=2)C2C=CC=CC=2)[P](C2C=CC=CC=2)(C2C=CC=CC=2)C2C=CC=CC=2)(C2C=CC=CC=2)C2C=CC=CC=2)=CC=1. The product is [CH3:1][O:2][C:3]([C:5]1[C:13]([CH3:14])=[C:12]2[C:8]([C:9]([CH:16]3[CH2:21][CH2:20][CH2:19][CH2:18][CH2:17]3)=[C:10]([C:34]3[CH:35]=[C:36]4[C:31](=[CH:32][CH:33]=3)[N:30]=[C:29]([C:25]3[S:24][C:23]([CH3:22])=[N:27][C:26]=3[CH3:28])[CH:38]=[CH:37]4)[NH:11]2)=[CH:7][CH:6]=1)=[O:4]. The yield is 0.730. (7) The reactants are Cl.[CH3:2][C:3]1[O:4][CH:5]=[CH:6][C:7]=1[C@H:8]1[C@H:17]2[CH2:18][CH2:19][N:20]([C:21]([C@H:23]3[CH2:28][CH2:27][CH2:26][CH2:25][C@H:24]3[NH2:29])=[O:22])[C@H:16]2[C:15]2[CH:14]=[CH:13][CH:12]=[CH:11][C:10]=2[NH:9]1.C(N(CC)CC)C.[C:37](Cl)(=[O:44])[C:38]1[CH:43]=[CH:42][CH:41]=[CH:40][CH:39]=1.O. The catalyst is ClCCl. The product is [CH3:2][C:3]1[O:4][CH:5]=[CH:6][C:7]=1[C@H:8]1[C@H:17]2[CH2:18][CH2:19][N:20]([C:21]([C@H:23]3[CH2:28][CH2:27][CH2:26][CH2:25][C@H:24]3[NH:29][C:37](=[O:44])[C:38]3[CH:43]=[CH:42][CH:41]=[CH:40][CH:39]=3)=[O:22])[C@H:16]2[C:15]2[CH:14]=[CH:13][CH:12]=[CH:11][C:10]=2[NH:9]1. The yield is 0.820. (8) The reactants are [Cl-].O[NH3+:3].[C:4](=[O:7])([O-])[OH:5].[Na+].CS(C)=O.[CH2:13]([C:17]1[N:18]([CH2:30][C:31]2[CH:36]=[CH:35][C:34]([C:37]3[C:38]([C:43]#[N:44])=[CH:39][CH:40]=[CH:41][CH:42]=3)=[CH:33][CH:32]=2)[C:19](=[O:29])[C:20]([C:24]2[S:25][CH:26]=[CH:27][CH:28]=2)=[C:21]([CH3:23])[N:22]=1)[CH2:14][CH2:15][CH3:16]. The catalyst is O. The product is [CH2:13]([C:17]1[N:18]([CH2:30][C:31]2[CH:32]=[CH:33][C:34]([C:37]3[CH:42]=[CH:41][CH:40]=[CH:39][C:38]=3[C:43]3[NH:3][C:4](=[O:7])[O:5][N:44]=3)=[CH:35][CH:36]=2)[C:19](=[O:29])[C:20]([C:24]2[S:25][CH:26]=[CH:27][CH:28]=2)=[C:21]([CH3:23])[N:22]=1)[CH2:14][CH2:15][CH3:16]. The yield is 0.780. (9) The reactants are [O:1]=[C:2]1[N:11]([CH:12]2[CH2:17][CH2:16][N:15]([C:18]([O:20][CH:21]([C:33]3[CH:38]=[C:37]([CH2:39][OH:40])[CH:36]=[CH:35][N:34]=3)[CH2:22][C:23]3[CH:24]=[C:25]4[C:29](=[C:30]([CH3:32])[CH:31]=3)[NH:28][N:27]=[CH:26]4)=[O:19])[CH2:14][CH2:13]2)[CH2:10][C:9]2[C:4](=[CH:5][CH:6]=[CH:7][CH:8]=2)[NH:3]1.CC(OI1(OC(C)=O)(OC(C)=O)OC(=O)C2C=CC=CC1=2)=O. The catalyst is C(Cl)Cl. The product is [O:1]=[C:2]1[N:11]([CH:12]2[CH2:13][CH2:14][N:15]([C:18]([O:20][CH:21]([C:33]3[CH:38]=[C:37]([CH:39]=[O:40])[CH:36]=[CH:35][N:34]=3)[CH2:22][C:23]3[CH:24]=[C:25]4[C:29](=[C:30]([CH3:32])[CH:31]=3)[NH:28][N:27]=[CH:26]4)=[O:19])[CH2:16][CH2:17]2)[CH2:10][C:9]2[C:4](=[CH:5][CH:6]=[CH:7][CH:8]=2)[NH:3]1. The yield is 0.824. (10) The reactants are Cl[C:2]1[C:7]([CH3:8])=[C:6]([Cl:9])[N:5]=[C:4]([C:10]2[CH:15]=[C:14]([O:16][CH3:17])[CH:13]=[CH:12][C:11]=2[C:18]([F:21])([F:20])[F:19])[N:3]=1.[CH3:22][C:23]1[C:27](B(O)O)=[C:26]([CH3:31])[O:25][N:24]=1.C([O-])([O-])=O.[Na+].[Na+]. The catalyst is O1CCOCC1.O.C1C=CC([P]([Pd]([P](C2C=CC=CC=2)(C2C=CC=CC=2)C2C=CC=CC=2)([P](C2C=CC=CC=2)(C2C=CC=CC=2)C2C=CC=CC=2)[P](C2C=CC=CC=2)(C2C=CC=CC=2)C2C=CC=CC=2)(C2C=CC=CC=2)C2C=CC=CC=2)=CC=1. The product is [Cl:9][C:6]1[N:5]=[C:4]([C:10]2[CH:15]=[C:14]([O:16][CH3:17])[CH:13]=[CH:12][C:11]=2[C:18]([F:21])([F:20])[F:19])[N:3]=[C:2]([C:27]2[C:23]([CH3:22])=[N:24][O:25][C:26]=2[CH3:31])[C:7]=1[CH3:8]. The yield is 0.600.